From a dataset of Forward reaction prediction with 1.9M reactions from USPTO patents (1976-2016). Predict the product of the given reaction. (1) Given the reactants CC(C)(C)OC([NH:6][CH2:7][C:8]1[CH:9]=[CH:10][C:11]2[CH2:18][CH:17]([CH3:19])[O:16][CH2:15][CH2:14][N:13]([C:20]3[CH:25]=[CH:24][CH:23]=[CH:22][CH:21]=3)[C:12]=2[CH:26]=1)=O.C(O)(C(F)(F)F)=O, predict the reaction product. The product is: [CH3:19][CH:17]1[CH2:18][C:11]2[CH:10]=[CH:9][C:8]([CH2:7][NH2:6])=[CH:26][C:12]=2[N:13]([C:20]2[CH:25]=[CH:24][CH:23]=[CH:22][CH:21]=2)[CH2:14][CH2:15][O:16]1. (2) Given the reactants [C:1]([O:9][CH2:10][CH2:11][O:12][CH2:13][CH2:14][N:15]1[C:23]2[C:22](OC3C=CC=CC=3)=[N:21][CH:20]=[N:19][C:18]=2[CH:17]=[C:16]1[CH3:31])(=[O:8])[C:2]1[CH:7]=[CH:6][CH:5]=[CH:4][CH:3]=1.[Cl:32][C:33]1[CH:34]=[C:35]([CH:37]=[CH:38][C:39]=1[O:40][CH2:41][C:42]1[CH:47]=[CH:46][CH:45]=[C:44]([F:48])[CH:43]=1)[NH2:36].Cl.N1C=CC=CC=1.C1(O)C=CC=CC=1, predict the reaction product. The product is: [C:1]([O:9][CH2:10][CH2:11][O:12][CH2:13][CH2:14][N:15]1[C:23]2[C:22]([NH:36][C:35]3[CH:37]=[CH:38][C:39]([O:40][CH2:41][C:42]4[CH:47]=[CH:46][CH:45]=[C:44]([F:48])[CH:43]=4)=[C:33]([Cl:32])[CH:34]=3)=[N:21][CH:20]=[N:19][C:18]=2[CH:17]=[C:16]1[CH3:31])(=[O:8])[C:2]1[CH:3]=[CH:4][CH:5]=[CH:6][CH:7]=1.